Dataset: Catalyst prediction with 721,799 reactions and 888 catalyst types from USPTO. Task: Predict which catalyst facilitates the given reaction. (1) The catalyst class is: 2. Reactant: [Cl:1][C:2]1[CH:3]=[CH:4][C:5]2[C:15](=[C:16]3[CH2:21][CH2:20][N:19]([C:22]([O:24][CH2:25][CH3:26])=[O:23])[CH2:18][CH2:17]3)[C:10]3=[N:11][CH:12]=[CH:13][CH:14]=[C:9]3[CH2:8][CH2:7][C:6]=2[CH:27]=1.ClC1C=C(C=CC=1)C(O)=[O:33]. Product: [Cl:1][C:2]1[CH:3]=[CH:4][C:5]2[C:15](=[C:16]3[CH2:17][CH2:18][N:19]([C:22]([O:24][CH2:25][CH3:26])=[O:23])[CH2:20][CH2:21]3)[C:10]3=[N+:11]([O-:33])[CH:12]=[CH:13][CH:14]=[C:9]3[CH2:8][CH2:7][C:6]=2[CH:27]=1. (2) Reactant: Cl.[NH2:2][CH2:3][C:4]1[CH:12]=[CH:11][CH:10]=[C:9]2[C:5]=1[C:6](=[O:22])[N:7]([CH:14]1[CH2:19][CH2:18][C:17](=[O:20])[NH:16][C:15]1=[O:21])[C:8]2=[O:13].N12CCCN=C1CCCCC2.[Cl:34][C:35]1[CH:36]=[C:37]([CH2:42][C:43](O)=[O:44])[CH:38]=[CH:39][C:40]=1[Cl:41].Cl.CN(C)CCCN=C=NCC. Product: [Cl:34][C:35]1[CH:36]=[C:37]([CH2:42][C:43]([NH:2][CH2:3][C:4]2[CH:12]=[CH:11][CH:10]=[C:9]3[C:5]=2[C:6](=[O:22])[N:7]([CH:14]2[CH2:19][CH2:18][C:17](=[O:20])[NH:16][C:15]2=[O:21])[C:8]3=[O:13])=[O:44])[CH:38]=[CH:39][C:40]=1[Cl:41]. The catalyst class is: 23. (3) Reactant: [NH2:1][C:2]1[CH:3]=[C:4]([CH2:7][CH2:8][C:9]2[CH:10]=[C:11]([NH:15]C(=O)OC(C)(C)C)[CH:12]=[CH:13][CH:14]=2)[NH:5][N:6]=1.Cl[C:24]1[CH:29]=[CH:28][N:27]=[C:26]([NH:30][CH2:31][C:32]2[O:36][N:35]=[C:34]([CH3:37])[CH:33]=2)[N:25]=1. Product: [NH2:15][C:11]1[CH:10]=[C:9]([CH2:8][CH2:7][C:4]2[NH:5][N:6]=[C:2]([NH:1][C:24]3[CH:29]=[CH:28][N:27]=[C:26]([NH:30][CH2:31][C:32]4[O:36][N:35]=[C:34]([CH3:37])[CH:33]=4)[N:25]=3)[CH:3]=2)[CH:14]=[CH:13][CH:12]=1. The catalyst class is: 8. (4) Product: [N:1]1[C:10]2[C:5](=[CH:6][CH:7]=[CH:8][CH:9]=2)[C:4]([CH2:11][NH:12][S:13]([C:16]2[S:17][C:18]([C:26]3[CH:27]=[CH:28][C:23]([Cl:22])=[CH:24][CH:25]=3)=[CH:19][CH:20]=2)(=[O:15])=[O:14])=[CH:3][CH:2]=1. The catalyst class is: 7. Reactant: [N:1]1[C:10]2[C:5](=[CH:6][CH:7]=[CH:8][CH:9]=2)[C:4]([CH2:11][NH:12][S:13]([C:16]2[S:17][C:18](Br)=[CH:19][CH:20]=2)(=[O:15])=[O:14])=[CH:3][CH:2]=1.[Cl:22][C:23]1[CH:28]=[CH:27][C:26](B(O)O)=[CH:25][CH:24]=1.C([O-])([O-])=O.[K+].[K+]. (5) Reactant: [CH3:1][O:2][C:3]1[CH:4]=[C:5]2[C:10](=[CH:11][CH:12]=1)[CH:9]=[C:8]([C:13]1[O:14][C:15]3[CH:21]=[CH:20][CH:19]=[CH:18][C:16]=3[CH:17]=1)[CH:7]=[CH:6]2.[C:22]([CH2:26][C:27](Cl)=[O:28])([CH3:25])([CH3:24])[CH3:23].[Sn](Cl)(Cl)(Cl)Cl. Product: [CH3:1][O:2][C:3]1[CH:4]=[C:5]2[C:10](=[CH:11][CH:12]=1)[CH:9]=[C:8]([C:13]1[O:14][C:15]3[CH:21]=[CH:20][CH:19]=[CH:18][C:16]=3[C:17]=1[C:27](=[O:28])[CH2:26][C:22]([CH3:25])([CH3:24])[CH3:23])[CH:7]=[CH:6]2. The catalyst class is: 22. (6) Reactant: [F:1][C:2]([F:13])([F:12])[C:3]1[CH:4]=[C:5]([CH:7]=[CH:8][C:9]=1[CH:10]=[CH2:11])[NH2:6].[OH:14]O. Product: [OH:14][CH2:11][CH2:10][C:9]1[CH:8]=[CH:7][C:5]([NH2:6])=[CH:4][C:3]=1[C:2]([F:12])([F:13])[F:1]. The catalyst class is: 7. (7) Reactant: [Cl:1][C:2]1[N:11]=[C:10]([C:12]2[CH:17]=[CH:16][CH:15]=[C:14]([O:18]C)[CH:13]=2)[CH:9]=[C:8]2[C:3]=1[CH:4]=[CH:5][CH:6]=[N:7]2.B(Br)(Br)Br. Product: [Cl:1][C:2]1[N:11]=[C:10]([C:12]2[CH:17]=[CH:16][CH:15]=[C:14]([OH:18])[CH:13]=2)[CH:9]=[C:8]2[C:3]=1[CH:4]=[CH:5][CH:6]=[N:7]2. The catalyst class is: 4. (8) Product: [Br:1][C:2]1[CH:15]=[CH:14][C:5]([C@@H:6]([NH:7][S@@:8]([C:10]([CH3:12])([CH3:13])[CH3:11])=[O:9])[CH3:17])=[C:4]([F:16])[CH:3]=1. The catalyst class is: 158. Reactant: [Br:1][C:2]1[CH:15]=[CH:14][C:5](/[CH:6]=[N:7]/[S@@:8]([C:10]([CH3:13])([CH3:12])[CH3:11])=[O:9])=[C:4]([F:16])[CH:3]=1.[CH3:17][Mg]Br.CCOC(C)=O.CCCCCCC. (9) Reactant: [CH2:1]([O:3][C:4]([C:6]1[CH:7]=[C:8]([O:20][CH2:21][CH2:22][CH2:23][C:24]([O:26][CH3:27])=[O:25])[C:9]([N:13]2[CH2:16][CH:15]([C:17](O)=[O:18])[CH2:14]2)=[N:10][C:11]=1[CH3:12])=[O:5])[CH3:2].C1C=CC2N(O)N=NC=2C=1.[C:38]1([CH2:44][S:45]([NH2:48])(=[O:47])=[O:46])[CH:43]=[CH:42][CH:41]=[CH:40][CH:39]=1.CCN=C=NCCCN(C)C.CCN(C(C)C)C(C)C.OS([O-])(=O)=O.[K+]. Product: [CH2:44]([S:45]([NH:48][C:17]([CH:15]1[CH2:14][N:13]([C:9]2[C:8]([O:20][CH2:21][CH2:22][CH2:23][C:24]([O:26][CH3:27])=[O:25])=[CH:7][C:6]([C:4]([O:3][CH2:1][CH3:2])=[O:5])=[C:11]([CH3:12])[N:10]=2)[CH2:16]1)=[O:18])(=[O:47])=[O:46])[C:38]1[CH:43]=[CH:42][CH:41]=[CH:40][CH:39]=1. The catalyst class is: 34. (10) Reactant: Cl.[N:2]1[CH:7]=[CH:6][CH:5]=[CH:4][C:3]=1[N:8]([CH2:32][CH2:33][C:34]([O:36][CH2:37][CH3:38])=[O:35])[C:9]([C:11]1[CH:31]=[CH:30][C:14]2[N:15]([CH3:29])[C:16]([CH2:18][CH2:19][C:20]3[CH:25]=[CH:24][C:23]([C:26](=[NH:28])[NH2:27])=[CH:22][CH:21]=3)=[N:17][C:13]=2[CH:12]=1)=[O:10].Cl[C:40]([O:42][CH2:43][CH2:44][CH2:45][CH2:46][CH2:47][CH3:48])=[O:41]. Product: [N:2]1[CH:7]=[CH:6][CH:5]=[CH:4][C:3]=1[N:8]([CH2:32][CH2:33][C:34]([O:36][CH2:37][CH3:38])=[O:35])[C:9]([C:11]1[CH:31]=[CH:30][C:14]2[N:15]([CH3:29])[C:16]([CH2:18][CH2:19][C:20]3[CH:25]=[CH:24][C:23]([C:26](=[NH:27])[NH:28][C:40]([O:42][CH2:43][CH2:44][CH2:45][CH2:46][CH2:47][CH3:48])=[O:41])=[CH:22][CH:21]=3)=[N:17][C:13]=2[CH:12]=1)=[O:10]. The catalyst class is: 98.